Dataset: Forward reaction prediction with 1.9M reactions from USPTO patents (1976-2016). Task: Predict the product of the given reaction. (1) Given the reactants [Cl:1][C:2]1[CH:3]=[C:4]([CH:23]=[CH:24][C:25]=1[Cl:26])[CH2:5][N:6]([CH3:22])[C:7]([C:9]1[CH2:10][N:11]([CH2:16][CH:17](OC)OC)[C:12](=[O:15])[C:13]=1[OH:14])=[O:8].[O:27]1[C:31]2[CH:32]=[CH:33][C:34]([CH2:36][N:37]3[CH2:42][CH2:41][NH:40][CH2:39][CH2:38]3)=[CH:35][C:30]=2[O:29][CH2:28]1, predict the reaction product. The product is: [Cl:1][C:2]1[CH:3]=[C:4]([CH:23]=[CH:24][C:25]=1[Cl:26])[CH2:5][N:6]([CH3:22])[C:7]([C:9]1[CH2:10][N:11]([CH2:16][CH2:17][N:40]2[CH2:41][CH2:42][N:37]([CH2:36][C:34]3[CH:33]=[CH:32][C:31]4[O:27][CH2:28][O:29][C:30]=4[CH:35]=3)[CH2:38][CH2:39]2)[C:12](=[O:15])[C:13]=1[OH:14])=[O:8]. (2) Given the reactants [C:1]([O:5][C:6]([N:8]1[CH2:14][CH2:13][CH2:12][NH:11][CH2:10][CH2:9]1)=[O:7])([CH3:4])([CH3:3])[CH3:2].CC(C)([O-])C.[Na+].Br[C:22]1[CH:27]=[CH:26][C:25]([Cl:28])=[CH:24][C:23]=1[Cl:29].C(OCC)C, predict the reaction product. The product is: [C:1]([O:5][C:6]([N:8]1[CH2:14][CH2:13][CH2:12][N:11]([C:22]2[CH:27]=[CH:26][C:25]([Cl:28])=[CH:24][C:23]=2[Cl:29])[CH2:10][CH2:9]1)=[O:7])([CH3:4])([CH3:2])[CH3:3]. (3) Given the reactants [CH:1]12[CH2:16][CH:12]([CH2:13][NH:14][CH2:15]1)[C:11]1[CH:10]=[C:9]3[C:4]([N:5]=[CH:6][CH:7]=[N:8]3)=[CH:3][C:2]2=1.[C:17]([OH:26])(=[O:25])[C@@H:18]([C@H:20]([C:22]([OH:24])=[O:23])[OH:21])[OH:19], predict the reaction product. The product is: [C:22]([C@@H:20]([C@H:18]([C:17]([O-:26])=[O:25])[OH:19])[OH:21])([O-:24])=[O:23].[CH:12]12[CH2:16][CH:1]([CH2:15][NH:14][CH2:13]1)[C:2]1[CH:3]=[C:4]3[C:9]([N:8]=[CH:7][CH:6]=[N:5]3)=[CH:10][C:11]2=1.